Dataset: Reaction yield outcomes from USPTO patents with 853,638 reactions. Task: Predict the reaction yield, written as a fraction of the theoretical maximum amount of product (1.0 means a 100% yield; for example, 0.34 means a 34% yield). The reactants are [N:1]1([NH:7][C:8]([C:10]2[C:14]([CH3:15])=[C:13]([C:16]3[CH:21]=[CH:20][C:19]([OH:22])=[CH:18][CH:17]=3)[N:12]([C:23]3[CH:28]=[CH:27][C:26]([Cl:29])=[C:25]([F:30])[C:24]=3[Cl:31])[N:11]=2)=[O:9])[CH2:6][CH2:5][CH2:4][CH2:3][CH2:2]1.C(N(CC)CC)C.[CH2:39]([S:42](Cl)(=[O:44])=[O:43])[CH2:40][CH3:41]. The catalyst is ClCCl. The product is [Cl:31][C:24]1[C:25]([F:30])=[C:26]([Cl:29])[CH:27]=[CH:28][C:23]=1[N:12]1[C:13]([C:16]2[CH:17]=[CH:18][C:19]([O:22][S:42]([CH2:39][CH2:40][CH3:41])(=[O:44])=[O:43])=[CH:20][CH:21]=2)=[C:14]([CH3:15])[C:10]([C:8](=[O:9])[NH:7][N:1]2[CH2:2][CH2:3][CH2:4][CH2:5][CH2:6]2)=[N:11]1. The yield is 0.230.